From a dataset of Catalyst prediction with 721,799 reactions and 888 catalyst types from USPTO. Predict which catalyst facilitates the given reaction. (1) Reactant: [CH:1]([C:4]1[N:5]=[C:6]([C:9]2[NH:10][C:11]3[C:16]([C:17](=[O:19])[CH:18]=2)=[CH:15][CH:14]=[C:13]([O:20][CH3:21])[C:12]=3[CH3:22])[S:7][CH:8]=1)([CH3:3])[CH3:2].[CH2:23]([N:29]([CH3:42])[C:30]([C@@H:32]1[CH2:36][C@@H:35](O)[CH2:34][C@H:33]1[C:38]([O:40][CH3:41])=[O:39])=[O:31])[CH2:24][CH2:25][CH2:26][CH:27]=[CH2:28].C1(P(C2C=CC=CC=2)C2C=CC=CC=2)C=CC=CC=1.N(C(OC(C)C)=O)=NC(OC(C)C)=O. Product: [CH2:23]([N:29]([CH3:42])[C:30]([C@@H:32]1[CH2:36][C@H:35]([O:19][C:17]2[C:16]3[C:11](=[C:12]([CH3:22])[C:13]([O:20][CH3:21])=[CH:14][CH:15]=3)[N:10]=[C:9]([C:6]3[S:7][CH:8]=[C:4]([CH:1]([CH3:3])[CH3:2])[N:5]=3)[CH:18]=2)[CH2:34][C@H:33]1[C:38]([O:40][CH3:41])=[O:39])=[O:31])[CH2:24][CH2:25][CH2:26][CH:27]=[CH2:28]. The catalyst class is: 11. (2) Reactant: C[O:2][CH:3](OC)[CH2:4][N:5]1[C:9]2[C:10]([C:14]([O:16][CH3:17])=[O:15])=[CH:11][CH:12]=[CH:13][C:8]=2[N:7]=[C:6]1[CH:18]([CH3:20])[CH3:19].O.FC(F)(F)C(O)=O. Product: [CH:18]([C:6]1[N:5]([CH2:4][CH:3]=[O:2])[C:9]2[C:10]([C:14]([O:16][CH3:17])=[O:15])=[CH:11][CH:12]=[CH:13][C:8]=2[N:7]=1)([CH3:20])[CH3:19]. The catalyst class is: 2. (3) Reactant: [O:1]1[C:5]2[CH:6]=[CH:7][CH:8]=[CH:9][C:4]=2[N:3]=[C:2]1[C:10]1[CH:11]=[CH:12][C:13]([NH:17][CH:18]2[CH2:23][CH2:22][O:21][CH2:20][CH2:19]2)=[C:14]([CH:16]=1)[NH2:15].[C:24]1([C:30]#[C:31][CH:32]=O)[CH:29]=[CH:28][CH:27]=[CH:26][CH:25]=1.OOS([O-])=O.[K+].C(=O)([O-])[O-].[K+].[K+]. Product: [O:1]1[C:5]2[CH:6]=[CH:7][CH:8]=[CH:9][C:4]=2[N:3]=[C:2]1[C:10]1[CH:11]=[CH:12][C:13]2[N:17]([CH:18]3[CH2:23][CH2:22][O:21][CH2:20][CH2:19]3)[C:32]([C:31]#[C:30][C:24]3[CH:29]=[CH:28][CH:27]=[CH:26][CH:25]=3)=[N:15][C:14]=2[CH:16]=1. The catalyst class is: 9. (4) Reactant: [CH:1]([O:4][C:5]1[CH:6]=[CH:7][C:8]([C:11](OC)=[O:12])=[N:9][CH:10]=1)([CH3:3])[CH3:2].CC(C[AlH]CC(C)C)C. Product: [CH:1]([O:4][C:5]1[CH:6]=[CH:7][C:8]([CH:11]=[O:12])=[N:9][CH:10]=1)([CH3:3])[CH3:2]. The catalyst class is: 11. (5) Reactant: [CH3:1][O:2][C:3]1[C:11]2[O:10][CH:9]=[CH:8][C:7]=2[CH:6]=[CH:5][CH:4]=1. Product: [CH3:1][O:2][C:3]1[C:11]2[O:10][CH2:9][CH2:8][C:7]=2[CH:6]=[CH:5][CH:4]=1. The catalyst class is: 285. (6) Reactant: C[O:2][C:3](=O)[CH2:4][O:5][C:6]1[CH:11]=[CH:10][C:9]([CH2:12][C:13]2[C:14]([CH2:24][CH3:25])=[N:15][N:16]3[C:21]([CH3:22])=[CH:20][C:19]([CH3:23])=[N:18][C:17]=23)=[CH:8][CH:7]=1. Product: [CH2:24]([C:14]1[C:13]([CH2:12][C:9]2[CH:8]=[CH:7][C:6]([O:5][CH2:4][CH2:3][OH:2])=[CH:11][CH:10]=2)=[C:17]2[N:18]=[C:19]([CH3:23])[CH:20]=[C:21]([CH3:22])[N:16]2[N:15]=1)[CH3:25]. The catalyst class is: 1.